This data is from hERG Central: cardiac toxicity at 1µM, 10µM, and general inhibition. The task is: Predict hERG channel inhibition at various concentrations. (1) The compound is N#C/C(=C\c1cccc([N+](=O)[O-])c1)C(=O)NCc1cccnc1. Results: hERG_inhib (hERG inhibition (general)): blocker. (2) The compound is CCN(CC)CC(O)Cn1c(-c2cccc(Cl)c2)nc2cc(C)c(C)cc21. Results: hERG_inhib (hERG inhibition (general)): blocker. (3) The molecule is CCOC(=O)C1(CCCc2ccccc2)CCN(C(=O)c2ccoc2)CC1. Results: hERG_inhib (hERG inhibition (general)): blocker. (4) The molecule is c1ccc(CCn2nnnc2C(c2cccnc2)N2CCN(c3nc4ccccc4s3)CC2)cc1. Results: hERG_inhib (hERG inhibition (general)): blocker. (5) The molecule is Cc1cc(NC(=O)c2cnn3cccnc23)n(-c2ccccc2)n1. Results: hERG_inhib (hERG inhibition (general)): blocker. (6) The compound is COc1cc(CNCc2ccccn2)ccc1OCc1ccc(Cl)c(Cl)c1.Cl. Results: hERG_inhib (hERG inhibition (general)): blocker.